This data is from Reaction yield outcomes from USPTO patents with 853,638 reactions. The task is: Predict the reaction yield, written as a fraction of the theoretical maximum amount of product (1.0 means a 100% yield; for example, 0.34 means a 34% yield). (1) The reactants are C(OC([N:8]1[CH2:12][CH2:11][CH2:10][CH:9]1[C:13](=[O:32])[NH:14][C:15]1[CH:20]=[CH:19][C:18]([C:21]2[CH:26]=[CH:25][CH:24]=[CH:23][C:22]=2[S:27]([CH3:30])(=[O:29])=[O:28])=[CH:17][C:16]=1[CH3:31])=O)(C)(C)C.FC(F)(F)C(O)=O. The catalyst is C(Cl)Cl. The product is [CH3:30][S:27]([C:22]1[CH:23]=[CH:24][CH:25]=[CH:26][C:21]=1[C:18]1[CH:19]=[CH:20][C:15]([NH:14][C:13]([CH:9]2[CH2:10][CH2:11][CH2:12][NH:8]2)=[O:32])=[C:16]([CH3:31])[CH:17]=1)(=[O:29])=[O:28]. The yield is 0.930. (2) The reactants are [CH3:1][C:2]1([CH3:26])[CH2:6][C:5]2[C:7]([Sn](CCCC)(CCCC)CCCC)=[CH:8][CH:9]=[C:10]([O:11][CH3:12])[C:4]=2[O:3]1.Br[C:28]1[CH:29]=[C:30]([CH:35]=[CH:36][CH:37]=1)[C:31]([O:33][CH3:34])=[O:32].C(=O)([O-])[O-].[Na+].[Na+].O. The catalyst is CN(C)C=O.C([O-])(=O)C.[Pd+2].C([O-])(=O)C. The product is [CH3:26][C:2]1([CH3:1])[CH2:6][C:5]2[C:7]([C:28]3[CH:37]=[CH:36][CH:35]=[C:30]([C:31]([O:33][CH3:34])=[O:32])[CH:29]=3)=[CH:8][CH:9]=[C:10]([O:11][CH3:12])[C:4]=2[O:3]1. The yield is 0.695. (3) The reactants are [N:1]12[CH2:9][C@@H:5]([CH2:6][CH2:7][CH2:8]1)[C@@H:4]([O:10]C(=O)C)[CH2:3][CH2:2]2. The catalyst is [OH-].[Na+]. The product is [N:1]12[CH2:9][C@@H:5]([CH2:6][CH2:7][CH2:8]1)[C@@H:4]([OH:10])[CH2:3][CH2:2]2. The yield is 0.910.